This data is from Reaction yield outcomes from USPTO patents with 853,638 reactions. The task is: Predict the reaction yield, written as a fraction of the theoretical maximum amount of product (1.0 means a 100% yield; for example, 0.34 means a 34% yield). The reactants are [Br:1][C:2]1[CH:3]=[C:4]([N+:12]([O-:14])=[O:13])[C:5]2[N:9]=[C:8]([CH3:10])[NH:7][C:6]=2[CH:11]=1.Br[CH2:16][C:17]1[C:26]2[C:21](=[CH:22][CH:23]=[CH:24][CH:25]=2)[CH:20]=[CH:19][CH:18]=1.C([O-])([O-])=O.[K+].[K+]. The catalyst is CN(C=O)C. The product is [Br:1][C:2]1[CH:3]=[C:4]([N+:12]([O-:14])=[O:13])[C:5]2[N:9]=[C:8]([CH3:10])[N:7]([CH2:16][C:17]3[C:26]4[C:21](=[CH:22][CH:23]=[CH:24][CH:25]=4)[CH:20]=[CH:19][CH:18]=3)[C:6]=2[CH:11]=1. The yield is 1.00.